The task is: Predict the reactants needed to synthesize the given product.. This data is from Full USPTO retrosynthesis dataset with 1.9M reactions from patents (1976-2016). (1) The reactants are: [Cl:1][C:2]1[C:7]([O:8][CH3:9])=[CH:6][C:5]([O:10][CH3:11])=[C:4]([Cl:12])[C:3]=1[C:13]1[CH:14]=[C:15]2[N:21]([CH:22]3[CH2:27][CH2:26][CH2:25][CH2:24][O:23]3)[N:20]=[C:19](I)[C:16]2=[N:17][CH:18]=1.CC1(C)C(C)(C)OB([C:37]2[CH:38]=[N:39][N:40](C(OC(C)(C)C)=O)[CH:41]=2)O1.ClCCl.P([O-])([O-])([O-])=O.[K+].[K+].[K+]. Given the product [Cl:1][C:2]1[C:7]([O:8][CH3:9])=[CH:6][C:5]([O:10][CH3:11])=[C:4]([Cl:12])[C:3]=1[C:13]1[CH:14]=[C:15]2[N:21]([CH:22]3[CH2:27][CH2:26][CH2:25][CH2:24][O:23]3)[N:20]=[C:19]([C:37]3[CH:38]=[N:39][NH:40][CH:41]=3)[C:16]2=[N:17][CH:18]=1, predict the reactants needed to synthesize it. (2) Given the product [C:1]([O:5][C:6]([N:8]1[CH2:16][C@H:14]([O:15][CH2:21][CH:20]=[CH2:19])[CH2:13][C@H:9]1[C:10]([OH:12])=[O:11])=[O:7])([CH3:4])([CH3:2])[CH3:3], predict the reactants needed to synthesize it. The reactants are: [C:1]([O:5][C:6]([N:8]1[CH2:16][C@H:14]([OH:15])[CH2:13][C@H:9]1[C:10]([OH:12])=[O:11])=[O:7])([CH3:4])([CH3:3])[CH3:2].[H-].[Na+].[CH2:19](Br)[CH:20]=[CH2:21].